Dataset: Reaction yield outcomes from USPTO patents with 853,638 reactions. Task: Predict the reaction yield, written as a fraction of the theoretical maximum amount of product (1.0 means a 100% yield; for example, 0.34 means a 34% yield). (1) The reactants are [C:1]([O:5][C:6](=[O:27])[NH:7][C@@H:8]([CH2:16][C:17]1[CH:25]=[C:24]([Cl:26])[C:20]2[O:21][CH2:22][O:23][C:19]=2[CH:18]=1)[C:9](=[O:15])[C:10]1[S:11][CH:12]=[CH:13][N:14]=1)([CH3:4])([CH3:3])[CH3:2].[H-].C(O[Al](OC(C)(C)C)OC(C)(C)C)(C)(C)C.[Li+].C1COCC1. The catalyst is CCO. The product is [Cl:26][C:24]1[C:20]2[O:21][CH2:22][O:23][C:19]=2[CH:18]=[C:17]([CH2:16][C@H:8]([NH:7][C:6](=[O:27])[O:5][C:1]([CH3:3])([CH3:2])[CH3:4])[C@H:9]([OH:15])[C:10]2[S:11][CH:12]=[CH:13][N:14]=2)[CH:25]=1. The yield is 0.770. (2) The reactants are [I:1][C:2]1[C:6]([CH:7]=O)=[CH:5][N:4]([CH:9]2[CH2:14][CH2:13][CH2:12][CH2:11][O:10]2)[N:3]=1.[CH3:15][NH:16][CH2:17][CH2:18][NH:19][C:20](=[O:26])[O:21][C:22]([CH3:25])([CH3:24])[CH3:23].[BH-](OC(C)=O)(OC(C)=O)OC(C)=O.[Na+]. The catalyst is ClC(Cl)C. The product is [I:1][C:2]1[C:6]([CH2:7][N:16]([CH3:15])[CH2:17][CH2:18][NH:19][C:20](=[O:26])[O:21][C:22]([CH3:23])([CH3:24])[CH3:25])=[CH:5][N:4]([CH:9]2[CH2:14][CH2:13][CH2:12][CH2:11][O:10]2)[N:3]=1. The yield is 0.830. (3) The reactants are Cl.[Cl:2][C:3]1[CH:8]=[CH:7][N:6]=[C:5]([C:9]([O:11]C)=O)[CH:4]=1.[CH3:13][NH2:14]. The catalyst is CO.C1COCC1. The product is [Cl:2][C:3]1[CH:8]=[CH:7][N:6]=[C:5]([C:9]([NH:14][CH3:13])=[O:11])[CH:4]=1. The yield is 0.970. (4) The reactants are [Br:1][C:2]1[C:3]([N:28]2[CH2:33][CH2:32][CH2:31][C@@H:30]([NH:34]C(=O)OC(C)(C)C)[CH2:29]2)=[C:4]2[C:10]([NH:11][C:12]([C:14]3[CH:15]=[N:16][N:17](CC4C=CC(OC)=CC=4)[CH:18]=3)=[O:13])=[CH:9][NH:8][C:5]2=[N:6][CH:7]=1.C(O)(C(F)(F)F)=O.C(Cl)[Cl:50]. No catalyst specified. The product is [ClH:50].[NH2:34][C@@H:30]1[CH2:31][CH2:32][CH2:33][N:28]([C:3]2[C:2]([Br:1])=[CH:7][N:6]=[C:5]3[NH:8][CH:9]=[C:10]([NH:11][C:12]([C:14]4[CH:18]=[N:17][NH:16][CH:15]=4)=[O:13])[C:4]=23)[CH2:29]1. The yield is 0.500. (5) The reactants are [C:1]([O:4][CH2:5][CH:6]([C:12]1[CH:17]=[CH:16][C:15]([NH2:18])=[CH:14][CH:13]=1)[CH2:7][O:8][C:9](=[O:11])[CH3:10])(=[O:3])[CH3:2].C1C(=O)N([Br:26])C(=O)C1. The catalyst is C(Cl)Cl. The product is [C:9]([O:8][CH2:7][CH:6]([C:12]1[CH:17]=[CH:16][C:15]([NH2:18])=[C:14]([Br:26])[CH:13]=1)[CH2:5][O:4][C:1](=[O:3])[CH3:2])(=[O:11])[CH3:10]. The yield is 0.890. (6) The reactants are Cl.[Cl:2][C:3]1[CH:4]=[C:5]2[C:9](=[CH:10][CH:11]=1)[NH:8][CH:7]=[C:6]2[CH2:12][CH2:13][NH2:14].[CH3:15][C:16]1[N:17]=[CH:18][O:19][C:20]=1[C:21](Cl)=[O:22].C(N(CC)CC)C.C(OCC)(=O)C. The catalyst is ClCCl. The product is [Cl:2][C:3]1[CH:4]=[C:5]2[C:9](=[CH:10][CH:11]=1)[NH:8][CH:7]=[C:6]2[CH2:12][CH2:13][NH:14][C:21]([C:20]1[O:19][CH:18]=[N:17][C:16]=1[CH3:15])=[O:22]. The yield is 0.780. (7) The reactants are [Cl:1][C:2]1[C:7]2[NH:8]C(=O)[O:10][C:11](=O)[C:6]=2[CH:5]=[CH:4][CH:3]=1.[Br:14][C:15]1[C:16]([CH3:22])=[C:17]([CH:19]=[CH:20][CH:21]=1)[NH2:18]. The catalyst is C1(C)C(C)=CC=CC=1. The product is [NH2:8][C:7]1[C:2]([Cl:1])=[CH:3][CH:4]=[CH:5][C:6]=1[C:11]([NH:18][C:17]1[CH:19]=[CH:20][CH:21]=[C:15]([Br:14])[C:16]=1[CH3:22])=[O:10]. The yield is 0.910. (8) The reactants are [CH2:1]([N:3]([CH3:15])[CH:4]=[N:5][C:6]1[CH:11]=[C:10]([CH3:12])[C:9]([OH:13])=[CH:8][C:7]=1[CH3:14])[CH3:2].C(=O)([O-])[O-].[K+].[K+].Cl[C:23]1[S:24][C:25]([Cl:30])=[C:26]([CH:28]=[O:29])[N:27]=1.[Na+].[Cl-]. The catalyst is CN(C=O)C.CO.ClCCl. The product is [Cl:30][C:25]1[S:24][C:23]([O:13][C:9]2[C:10]([CH3:12])=[CH:11][C:6]([N:5]=[CH:4][N:3]([CH2:1][CH3:2])[CH3:15])=[C:7]([CH3:14])[CH:8]=2)=[N:27][C:26]=1[CH:28]=[O:29]. The yield is 0.670. (9) The reactants are FC(F)(F)C(O)=O.[CH3:8][O:9][C:10]1[CH:11]=[C:12]2[C:16](=[CH:17][CH:18]=1)[NH:15][C:14](=[O:19])[C@:13]12[CH2:21][C@H:20]1[C:22]1[CH:30]=[C:29]2[C:25]([C:26]([C:31]3[CH:36]=[CH:35][C:34]([N:37]4[CH2:42][CH2:41][NH:40][CH2:39][CH2:38]4)=[CH:33][CH:32]=3)=[N:27][NH:28]2)=[CH:24][CH:23]=1.[CH3:43][C:44]([CH3:46])=O.[BH-](OC(C)=O)(OC(C)=O)OC(C)=O.[Na+]. The catalyst is ClCCCl.CO.CCOCC. The product is [CH:44]([N:40]1[CH2:41][CH2:42][N:37]([C:34]2[CH:33]=[CH:32][C:31]([C:26]3[C:25]4[C:29](=[CH:30][C:22]([C@H:20]5[C@@:13]6([C:12]7[C:16](=[CH:17][CH:18]=[C:10]([O:9][CH3:8])[CH:11]=7)[NH:15][C:14]6=[O:19])[CH2:21]5)=[CH:23][CH:24]=4)[NH:28][N:27]=3)=[CH:36][CH:35]=2)[CH2:38][CH2:39]1)([CH3:46])[CH3:43]. The yield is 0.460.